The task is: Predict which catalyst facilitates the given reaction.. This data is from Catalyst prediction with 721,799 reactions and 888 catalyst types from USPTO. (1) Reactant: [NH2:1][CH2:2][C@@H:3]1[O:7][C:6](=[O:8])[N:5]([C:9]2[CH:14]=[CH:13][C:12]([Br:15])=[CH:11][N:10]=2)[CH2:4]1.C(N(C(C)C)CC)(C)C.Cl[CH:26](Cl)[C:27](=[N:29][NH:30]S(C1C(C)=CC=CC=1)(=O)=O)[CH3:28]. Product: [Br:15][C:12]1[CH:13]=[CH:14][C:9]([N:5]2[CH2:4][C@H:3]([CH2:2][N:1]3[CH:26]=[C:27]([CH3:28])[N:29]=[N:30]3)[O:7][C:6]2=[O:8])=[N:10][CH:11]=1. The catalyst class is: 5. (2) Reactant: Cl.O1[C:6]2([CH2:11][CH2:10][CH:9]([CH2:12][O:13][CH2:14][C:15]#[C:16][Si:17]([C:20]([CH3:23])([CH3:22])[CH3:21])([CH3:19])[CH3:18])[CH2:8][CH2:7]2)[O:5]CC1.[OH-].[Na+]. Product: [Si:17]([C:16]#[C:15][CH2:14][O:13][CH2:12][CH:9]1[CH2:8][CH2:7][C:6](=[O:5])[CH2:11][CH2:10]1)([C:20]([CH3:22])([CH3:23])[CH3:21])([CH3:19])[CH3:18]. The catalyst class is: 21. (3) Reactant: [OH-].[Na+].C([O:5][C:6](=[O:25])[CH2:7][O:8][C:9]1[CH:14]=[CH:13][C:12]([C:15]([F:18])([F:17])[F:16])=[CH:11][C:10]=1[CH:19]1[CH2:24][CH2:23][CH2:22][CH:21]=[CH:20]1)C.Cl. Product: [CH:19]1([C:10]2[CH:11]=[C:12]([C:15]([F:16])([F:17])[F:18])[CH:13]=[CH:14][C:9]=2[O:8][CH2:7][C:6]([OH:25])=[O:5])[CH2:24][CH2:23][CH2:22][CH:21]=[CH:20]1. The catalyst class is: 38. (4) Reactant: Br[C:2]1[CH:7]=[CH:6][C:5]([O:8][CH2:9][CH3:10])=[CH:4][CH:3]=1.C([O-])([O-])=O.[Cs+].[Cs+].[NH4+:17].[Cl-:18]. Product: [ClH:18].[CH2:9]([O:8][C:5]1[CH:6]=[CH:7][C:2]([CH2:4][CH:3]2[CH2:2][CH2:7][CH2:6][NH:17]2)=[CH:3][CH:4]=1)[CH3:10]. The catalyst class is: 12. (5) Reactant: [F:1][C:2]([F:15])([F:14])[CH2:3][N:4]1[CH2:13][CH2:12][C:7]2(OCC[O:8]2)[CH2:6][CH2:5]1.[ClH:16]. Product: [ClH:16].[F:15][C:2]([F:1])([F:14])[CH2:3][N:4]1[CH2:13][CH2:12][C:7](=[O:8])[CH2:6][CH2:5]1. The catalyst class is: 21. (6) Reactant: [CH:1]1([OH:14])[CH2:13][CH2:12][CH2:11][CH2:10][CH2:9][CH2:8][CH2:7][CH2:6][CH2:5][CH2:4][CH2:3][CH2:2]1.[C:15]([O:18][CH:19]1[CH:24]([N:25]([CH3:27])[CH3:26])[CH2:23][CH:22]([CH3:28])[O:21][CH:20]1F)(=[O:17])[CH3:16].B(F)(F)F.CCOCC. Product: [C:15]([O:18][CH:19]1[CH:24]([N:25]([CH3:26])[CH3:27])[CH2:23][CH:22]([CH3:28])[O:21][CH:20]1[O:14][CH:1]1[CH2:13][CH2:12][CH2:11][CH2:10][CH2:9][CH2:8][CH2:7][CH2:6][CH2:5][CH2:4][CH2:3][CH2:2]1)(=[O:17])[CH3:16]. The catalyst class is: 13. (7) Reactant: Cl[C:2]1[N:7]=[C:6]([O:8][CH3:9])[N:5]=[C:4]([NH:10][CH2:11][CH2:12][C:13]2[CH:18]=[CH:17][C:16]([Cl:19])=[CH:15][C:14]=2[Cl:20])[CH:3]=1.[NH:21]1[C:25]([CH:26]2[CH2:31][CH2:30][CH2:29][NH:28][CH2:27]2)=[N:24][N:23]=[N:22]1.C([O-])([O-])=O.[K+].[K+].Cl. Product: [Cl:20][C:14]1[CH:15]=[C:16]([Cl:19])[CH:17]=[CH:18][C:13]=1[CH2:12][CH2:11][NH:10][C:4]1[CH:3]=[C:2]([N:28]2[CH2:29][CH2:30][CH2:31][CH:26]([C:25]3[N:21]=[N:22][NH:23][N:24]=3)[CH2:27]2)[N:7]=[C:6]([O:8][CH3:9])[N:5]=1. The catalyst class is: 264.